Dataset: Experimentally validated miRNA-target interactions with 360,000+ pairs, plus equal number of negative samples. Task: Binary Classification. Given a miRNA mature sequence and a target amino acid sequence, predict their likelihood of interaction. (1) The miRNA is mmu-miR-200c-5p with sequence CGUCUUACCCAGCAGUGUUUGG. The protein sequence of the target gene is MGSAKSVPVTPARPPPHNKHLARVADPRSPSAGILRTPIQVESSPQPGLPAGEQLEGLKHAQDSDPRSPTLGIARTPMKTSSGDPPSPLVKQLSEVFETEDSKSNLPPEPVLPPEAPLSSELDLPLGTQLSVEEQMPPWNQTEFPSKQVFSKEEARQPTETPVASQSSDKPSRDPETPRSSGSMRNRWKPNSSKVLGRSPLTILQDDNSPGTLTLRQGKRPSPLSENVSELKEGAILGTGRLLKTGGRAWEQGQDHDKENQHFPLVES. Result: 0 (no interaction). (2) The miRNA is hsa-miR-3162-5p with sequence UUAGGGAGUAGAAGGGUGGGGAG. The protein sequence of the target gene is MKHFLRMLIQVCLYFYCKFLWRCMKFVMRKLTGRCELQRICYGTKPGASRTMKIETSLRDSKSKLLQTSVSVHPDAIEKTIDDIMELKKINPDINPQLGISLQACLLQIVGYRNLIADVEKLRREPYDSDNPQHEEMLLKLWELLKPNTPLESRVSKQWCEIGFQGDDPKTDFRGMGLLGLYNLQYFAERDATVAQQVLSDSVHPKCSKFSKIEWEKKKMDKAIGYSFAIVGINITDLAYNLLVSGALKTHFYNIAPEAPTLSHFQQTFCYLMHEFHKFWIEEDPMDIMEFNRVREKFRK.... Result: 0 (no interaction). (3) Result: 0 (no interaction). The protein sequence of the target gene is MRCLAARVNYKTLIIICALFTLVTVLLWNKCSSDKAIQFPRHLSSGFRVDGLEKRSAASESNHYANHIAKQQSEEAFPQEQQKAPPVVGGFNSNGGSKVLGLKYEEIDCLINDEHTIKGRREGNEVFLPFTWVEKYFDVYGKVVQYDGYDRFEFSHSYSKVYAQRSPYHPDGVFMSFEGYNVEVRDRVKCISGVEGVPLSTQWGPQGYFYPIQIAQYGLSHYSKNLTEKPPHIEVYETAEDRDRNIRPNEWTVPKGCFMASVADKSRSTNVKQFIAPETSEGVSLQLGNTKDFIISFDLK.... The miRNA is hsa-miR-323b-3p with sequence CCCAAUACACGGUCGACCUCUU. (4) The miRNA is mmu-miR-140-3p with sequence UACCACAGGGUAGAACCACGG. The protein sequence of the target gene is MGLEALVPLAMIVAIFLLLVDLMHRHQRWAARYPPGPLPLPGLGNLLHVDFQNTPYCFDQLRRRFGDVFSLQLAWTPVVVLNGLAAVREAMVTRGEDTADRPPAPIYQVLGFGPRSQGVILSRYGPAWREQRRFSVSTLRNLGLGKKSLEQWVTEEAACLCAAFADQAGRPFRPNGLLDKAVSNVIASLTCGRRFEYDDPRFLRLLDLAQEGLKEESGFLREVLNAVPVLPHIPALAGKVLRFQKAFLTQLDELLTEHRMTWDPAQPPRDLTEAFLAKKEKAKGSPESSFNDENLRIVVG.... Result: 0 (no interaction). (5) Result: 0 (no interaction). The miRNA is hsa-miR-3189-5p with sequence UGCCCCAUCUGUGCCCUGGGUAGGA. The protein sequence of the target gene is MFYHISLEHEILLHPRYFGPNLLNTVKQKLFTEVEGTCTGKYGFVIAVTTIDNIGAGVIQPGRGFVLYPVKYKAIVFRPFKGEVVDAVVTQVNKVGLFTEIGPMSCFISRHSIPSEMEFDPNSNPPCYKTMDEDIVIQQDDEIRLKIVGTRVDKNDIFAIGSLMDDYLGLVS.